This data is from Forward reaction prediction with 1.9M reactions from USPTO patents (1976-2016). The task is: Predict the product of the given reaction. (1) Given the reactants [CH2:1]([C:3]([CH2:8][CH3:9])([CH2:6][OH:7])[CH2:4][OH:5])[CH3:2].[C:10](Cl)(Cl)=[S:11], predict the reaction product. The product is: [CH2:1]([C:3]1([CH2:8][CH3:9])[CH2:6][O:7][C:10](=[S:11])[O:5][CH2:4]1)[CH3:2]. (2) Given the reactants [N+:1]([C:4]1[CH:5]=[C:6]2[C:11](=[CH:12][CH:13]=1)[C:10]([N:14]([C:22]([O:24][C:25]([CH3:28])([CH3:27])[CH3:26])=[O:23])[C:15]([O:17][C:18]([CH3:21])([CH3:20])[CH3:19])=[O:16])=[N:9][CH:8]=[CH:7]2)([O-])=O.[H][H], predict the reaction product. The product is: [NH2:1][C:4]1[CH:5]=[C:6]2[C:11](=[CH:12][CH:13]=1)[C:10]([N:14]([C:15]([O:17][C:18]([CH3:21])([CH3:20])[CH3:19])=[O:16])[C:22]([O:24][C:25]([CH3:26])([CH3:27])[CH3:28])=[O:23])=[N:9][CH:8]=[CH:7]2. (3) Given the reactants C(OC([N:8]1[CH2:13][CH2:12][N:11]([C:14]2[CH:15]=[CH:16][CH:17]=[C:18]3[C:23]=2[N:22]=[CH:21][CH:20]=[C:19]3[S:24]([C:27]2[CH:32]=[CH:31][CH:30]=[CH:29][CH:28]=2)(=[O:26])=[O:25])[CH2:10][CH2:9]1)=O)(C)(C)C.FC(F)(F)C(O)=O, predict the reaction product. The product is: [C:27]1([S:24]([C:19]2[C:18]3[C:23](=[C:14]([N:11]4[CH2:12][CH2:13][NH:8][CH2:9][CH2:10]4)[CH:15]=[CH:16][CH:17]=3)[N:22]=[CH:21][CH:20]=2)(=[O:25])=[O:26])[CH:28]=[CH:29][CH:30]=[CH:31][CH:32]=1. (4) Given the reactants C[O:2][C:3](=O)[C:4]1[CH:9]=[CH:8][CH:7]=[C:6]([CH2:10][C:11]#[N:12])[CH:5]=1.B(OC)(OC)OC, predict the reaction product. The product is: [NH2:12][CH2:11][CH2:10][C:6]1[CH:5]=[C:4]([CH:9]=[CH:8][CH:7]=1)[CH2:3][OH:2].